Dataset: NCI-60 drug combinations with 297,098 pairs across 59 cell lines. Task: Regression. Given two drug SMILES strings and cell line genomic features, predict the synergy score measuring deviation from expected non-interaction effect. (1) Drug 2: CC1CCC2CC(C(=CC=CC=CC(CC(C(=O)C(C(C(=CC(C(=O)CC(OC(=O)C3CCCCN3C(=O)C(=O)C1(O2)O)C(C)CC4CCC(C(C4)OC)O)C)C)O)OC)C)C)C)OC. Drug 1: CC(C1=C(C=CC(=C1Cl)F)Cl)OC2=C(N=CC(=C2)C3=CN(N=C3)C4CCNCC4)N. Cell line: SW-620. Synergy scores: CSS=23.6, Synergy_ZIP=-2.77, Synergy_Bliss=3.23, Synergy_Loewe=4.41, Synergy_HSA=4.62. (2) Drug 2: C1=CC(=CC=C1C#N)C(C2=CC=C(C=C2)C#N)N3C=NC=N3. Drug 1: C1CCC(C1)C(CC#N)N2C=C(C=N2)C3=C4C=CNC4=NC=N3. Cell line: SNB-75. Synergy scores: CSS=0.446, Synergy_ZIP=8.95, Synergy_Bliss=3.25, Synergy_Loewe=-1.33, Synergy_HSA=-0.352.